Dataset: Forward reaction prediction with 1.9M reactions from USPTO patents (1976-2016). Task: Predict the product of the given reaction. (1) Given the reactants COC(C1C=C(OC2C=CC(S(C)(=O)=O)=CC=2)C=C2OC(C)CC=12)=O.F[C:27]1[CH:37]=[CH:36][C:30]([C:31]([N:33]([CH3:35])[CH3:34])=[O:32])=[CH:29][CH:28]=1.[C:38]([O:42][C:43]([C:45]1[CH:55]=[C:54]([OH:56])[C:48]2[CH2:49][CH:50]([CH2:52][OH:53])[O:51][C:47]=2[CH:46]=1)=[O:44])([CH3:41])([CH3:40])[CH3:39], predict the reaction product. The product is: [C:38]([O:42][C:43]([C:45]1[CH:55]=[C:54]([O:56][C:27]2[CH:37]=[CH:36][C:30]([C:31](=[O:32])[N:33]([CH3:35])[CH3:34])=[CH:29][CH:28]=2)[C:48]2[CH2:49][CH:50]([CH2:52][OH:53])[O:51][C:47]=2[CH:46]=1)=[O:44])([CH3:41])([CH3:39])[CH3:40]. (2) Given the reactants Br[CH2:2][CH2:3][CH2:4][O:5][C:6]1[CH:11]=[CH:10][C:9]([CH2:12][CH:13]([O:17][CH3:18])[C:14]([OH:16])=[O:15])=[CH:8][C:7]=1[O:19][CH3:20].[CH:21]1[C:29]2[C:28]3[CH:30]=[CH:31][CH:32]=[CH:33][C:27]=3[O:26][C:25]=2[CH:24]=[C:23]([C:34]2[CH:39]=[CH:38][C:37]([OH:40])=[CH:36][CH:35]=2)[CH:22]=1, predict the reaction product. The product is: [CH:21]1[C:29]2[C:28]3[CH:30]=[CH:31][CH:32]=[CH:33][C:27]=3[O:26][C:25]=2[CH:24]=[C:23]([C:34]2[CH:39]=[CH:38][C:37]([O:40][CH2:2][CH2:3][CH2:4][O:5][C:6]3[CH:11]=[CH:10][C:9]([CH2:12][CH:13]([O:17][CH3:18])[C:14]([OH:16])=[O:15])=[CH:8][C:7]=3[O:19][CH3:20])=[CH:36][CH:35]=2)[CH:22]=1.